Task: Predict the reactants needed to synthesize the given product.. Dataset: Full USPTO retrosynthesis dataset with 1.9M reactions from patents (1976-2016) Given the product [C:1]([O:5][C:6]([N:8]1[CH2:9][CH2:10][CH:11]([N:14]2[C:15]3[C:16](=[CH:17][CH:18]=[CH:19][CH:20]=3)[CH2:21][NH:22][C:23]2=[O:24])[CH2:12][CH2:13]1)=[O:7])([CH3:4])([CH3:2])[CH3:3], predict the reactants needed to synthesize it. The reactants are: [C:1]([O:5][C:6]([N:8]1[CH2:13][CH2:12][CH:11]([NH:14][C:15]2[CH:20]=[CH:19][CH:18]=[CH:17][C:16]=2[CH2:21][NH2:22])[CH2:10][CH2:9]1)=[O:7])([CH3:4])([CH3:3])[CH3:2].[C:23](N1C=CN=C1)(N1C=CN=C1)=[O:24].O.